This data is from Forward reaction prediction with 1.9M reactions from USPTO patents (1976-2016). The task is: Predict the product of the given reaction. (1) Given the reactants [Br:1][C:2]1[CH:9]=[C:8]([O:10][CH:11]2[CH2:16][CH2:15][CH2:14][CH2:13][O:12]2)[CH:7]=[C:6]([OH:17])[C:3]=1[CH:4]=[O:5].C([O-])([O-])=O.[K+].[K+].Br[CH2:25][C:26]1[CH:31]=[CH:30][CH:29]=[CH:28][CH:27]=1, predict the reaction product. The product is: [CH2:25]([O:17][C:6]1[CH:7]=[C:8]([O:10][CH:11]2[CH2:16][CH2:15][CH2:14][CH2:13][O:12]2)[CH:9]=[C:2]([Br:1])[C:3]=1[CH:4]=[O:5])[C:26]1[CH:31]=[CH:30][CH:29]=[CH:28][CH:27]=1. (2) Given the reactants Br[C:2]1[CH:3]=[C:4]([NH:10][C:11]2[CH:16]=[CH:15][C:14]([N:17]3[CH2:20][C:19]([OH:22])([CH3:21])[CH2:18]3)=[CH:13][N:12]=2)[C:5](=[O:9])[N:6]([CH3:8])[CH:7]=1.[C:23]([O:26][CH2:27][C:28]1[C:33](B2OC(C)(C)C(C)(C)O2)=[CH:32][CH:31]=[CH:30][C:29]=1[N:43]1[CH2:55][CH2:54][N:46]2[C:47]3[CH2:48][CH2:49][CH2:50][CH2:51][C:52]=3[CH:53]=[C:45]2[C:44]1=[O:56])(=[O:25])[CH3:24].[O-]P([O-])([O-])=O.[K+].[K+].[K+].CC([O-])=O.[Na+], predict the reaction product. The product is: [C:23]([O:26][CH2:27][C:28]1[C:29]([N:43]2[CH2:55][CH2:54][N:46]3[C:47]4[CH2:48][CH2:49][CH2:50][CH2:51][C:52]=4[CH:53]=[C:45]3[C:44]2=[O:56])=[CH:30][CH:31]=[CH:32][C:33]=1[C:2]1[CH:3]=[C:4]([NH:10][C:11]2[CH:16]=[CH:15][C:14]([N:17]3[CH2:20][C:19]([OH:22])([CH3:21])[CH2:18]3)=[CH:13][N:12]=2)[C:5](=[O:9])[N:6]([CH3:8])[CH:7]=1)(=[O:25])[CH3:24]. (3) Given the reactants [F:1][C:2]1[CH:7]=[CH:6][C:5]([NH:8][C:9]([C:11]2[CH:16]=[CH:15][C:14]([C:17]3[CH:22]=[CH:21][CH:20]=[CH:19][CH:18]=3)=[CH:13][CH:12]=2)=[O:10])=[CH:4][C:3]=1[N+:23]([O-])=O, predict the reaction product. The product is: [NH2:23][C:3]1[CH:4]=[C:5]([NH:8][C:9]([C:11]2[CH:16]=[CH:15][C:14]([C:17]3[CH:18]=[CH:19][CH:20]=[CH:21][CH:22]=3)=[CH:13][CH:12]=2)=[O:10])[CH:6]=[CH:7][C:2]=1[F:1]. (4) Given the reactants [OH:1][C:2]1[CH:3]=[C:4]([CH:7]=[CH:8][C:9]=1[N+:10]([O-:12])=[O:11])C=O.NC1C=CC=CC=1.C1(OP([O-])OC2C=CC=CC=2)C=CC=CC=1.[C:36]1([O:42][P:43]([CH:52](C2C=CC=C(C)N=2)[NH:53][C:54]2[CH:59]=[CH:58][CH:57]=[CH:56][CH:55]=2)(=[O:51])[O:44][C:45]2[CH:50]=[CH:49][CH:48]=[CH:47][CH:46]=2)[CH:41]=[CH:40][CH:39]=[CH:38][CH:37]=1, predict the reaction product. The product is: [C:45]1([O:44][P:43]([CH:52]([C:4]2[CH:7]=[CH:8][C:9]([N+:10]([O-:12])=[O:11])=[C:2]([OH:1])[CH:3]=2)[NH:53][C:54]2[CH:55]=[CH:56][CH:57]=[CH:58][CH:59]=2)(=[O:51])[O:42][C:36]2[CH:41]=[CH:40][CH:39]=[CH:38][CH:37]=2)[CH:50]=[CH:49][CH:48]=[CH:47][CH:46]=1. (5) Given the reactants [Br:1][C:2]1[CH:7]=[C:6]([NH:8][C:9](=[O:16])[C:10](N(OC)C)=[O:11])[CH:5]=[C:4]([O:17][CH3:18])[N:3]=1.BrC1C=[C:24](N)[CH:23]=[CH:22]N=1.[Cl-].[NH4+], predict the reaction product. The product is: [Br:1][C:2]1[CH:7]=[C:6]([NH:8][C:9](=[O:16])[C:10](=[O:11])[CH:23]([CH3:24])[CH3:22])[CH:5]=[C:4]([O:17][CH3:18])[N:3]=1.